Dataset: Catalyst prediction with 721,799 reactions and 888 catalyst types from USPTO. Task: Predict which catalyst facilitates the given reaction. (1) Reactant: Cl[C:2]1[CH:3]=[CH:4][C:5]2[N:6]([C:8]([C:11]3[O:19][C:18]4[CH:17]=[CH:16][N:15]=[C:14]([O:20][CH3:21])[C:13]=4[CH:12]=3)=[CH:9][N:10]=2)[N:7]=1.[NH2:22][CH2:23][C@H:24]([C:26]1[CH:31]=[CH:30][CH:29]=[CH:28][CH:27]=1)[OH:25].C(N(C(C)C)C(C)C)C. Product: [CH3:21][O:20][C:14]1[C:13]2[CH:12]=[C:11]([C:8]3[N:6]4[N:7]=[C:2]([NH:22][CH2:23][C@H:24]([C:26]5[CH:31]=[CH:30][CH:29]=[CH:28][CH:27]=5)[OH:25])[CH:3]=[CH:4][C:5]4=[N:10][CH:9]=3)[O:19][C:18]=2[CH:17]=[CH:16][N:15]=1. The catalyst class is: 51. (2) Reactant: B(Br)(Br)Br.[Cl:5][C:6]1[CH:11]=[CH:10][CH:9]=[CH:8][C:7]=1[N:12]1[C:27]([C:28]2[CH:33]=[CH:32][C:31]([O:34]C)=[CH:30][CH:29]=2)=[C:15]2[N:16]=[C:17]([CH3:26])[N:18]([CH2:21][C:22]([F:25])([F:24])[F:23])[C:19](=[O:20])[C:14]2=[N:13]1. Product: [Cl:5][C:6]1[CH:11]=[CH:10][CH:9]=[CH:8][C:7]=1[N:12]1[C:27]([C:28]2[CH:29]=[CH:30][C:31]([OH:34])=[CH:32][CH:33]=2)=[C:15]2[N:16]=[C:17]([CH3:26])[N:18]([CH2:21][C:22]([F:25])([F:23])[F:24])[C:19](=[O:20])[C:14]2=[N:13]1. The catalyst class is: 2.